From a dataset of Full USPTO retrosynthesis dataset with 1.9M reactions from patents (1976-2016). Predict the reactants needed to synthesize the given product. (1) The reactants are: [NH2:1][C:2]1[C:7](Cl)=[C:6]([C:9]([O:11][CH3:12])=[O:10])[N:5]=[C:4]([CH:13]2[CH2:15][CH2:14]2)[N:3]=1. Given the product [NH2:1][C:2]1[C:7]([CH2:14][C:13]([CH3:15])=[CH2:4])=[C:6]([C:9]([O:11][CH3:12])=[O:10])[N:5]=[C:4]([CH:13]2[CH2:15][CH2:14]2)[N:3]=1, predict the reactants needed to synthesize it. (2) Given the product [C:5]([O:9][C:10](=[O:18])[NH:11][CH:12]1[CH2:17][CH2:16][N:15]([CH2:3][CH2:2][C:1]#[N:4])[CH2:14][CH2:13]1)([CH3:8])([CH3:6])[CH3:7], predict the reactants needed to synthesize it. The reactants are: [C:1](#[N:4])[CH:2]=[CH2:3].[C:5]([O:9][C:10](=[O:18])[NH:11][CH:12]1[CH2:17][CH2:16][NH:15][CH2:14][CH2:13]1)([CH3:8])([CH3:7])[CH3:6]. (3) Given the product [C:1]([O:5][C:6](=[O:22])[CH2:7][CH2:8][N:9]([C:10]1[CH:15]=[CH:14][C:13]([O:16][C:17]([F:19])([F:20])[F:18])=[C:12]([Cl:21])[CH:11]=1)[CH2:24][C:25]([O:27][CH3:28])=[O:26])([CH3:4])([CH3:2])[CH3:3], predict the reactants needed to synthesize it. The reactants are: [C:1]([O:5][C:6](=[O:22])[CH2:7][CH2:8][NH:9][C:10]1[CH:15]=[CH:14][C:13]([O:16][C:17]([F:20])([F:19])[F:18])=[C:12]([Cl:21])[CH:11]=1)([CH3:4])([CH3:3])[CH3:2].Br[CH2:24][C:25]([O:27][CH3:28])=[O:26].N1C(C)=CC=CC=1C. (4) Given the product [NH2:1][C:2]1[CH:3]=[C:4]([C:8]2[CH:16]=[CH:15][C:14]([C:17]([NH2:19])=[O:18])=[C:13]3[C:9]=2[CH:10]=[C:11]([CH2:28][CH2:29][O:30][CH2:31][CH3:32])[NH:12]3)[CH:5]=[CH:6][CH:7]=1, predict the reactants needed to synthesize it. The reactants are: [NH2:1][C:2]1[CH:3]=[C:4]([C:8]2[CH:16]=[CH:15][C:14]([C:17]([NH2:19])=[O:18])=[C:13]3[C:9]=2[CH:10]=[C:11]([CH2:28][CH2:29][O:30][CH2:31][CH3:32])[N:12]3COCC[Si](C)(C)C)[CH:5]=[CH:6][CH:7]=1.CCCC[N+](CCCC)(CCCC)CCCC.[F-].C(N)CN.